Dataset: Full USPTO retrosynthesis dataset with 1.9M reactions from patents (1976-2016). Task: Predict the reactants needed to synthesize the given product. (1) The reactants are: [O:1]1[C:5]2[CH:6]=[CH:7][C:8]([C:10]3[CH:15]=[CH:14][C:13]([N:16]4[C:20](=[O:21])[NH:19][N:18]=[C:17]4[CH2:22][C@@H:23]4[CH2:27][CH2:26][N:25](C(OC(C)(C)C)=O)[CH2:24]4)=[CH:12][CH:11]=3)=[CH:9][C:4]=2[CH:3]=[CH:2]1.O1CCOCC1.[ClH:41]. Given the product [ClH:41].[O:1]1[C:5]2[CH:6]=[CH:7][C:8]([C:10]3[CH:15]=[CH:14][C:13]([N:16]4[C:17]([CH2:22][C@@H:23]5[CH2:27][CH2:26][NH:25][CH2:24]5)=[N:18][NH:19][C:20]4=[O:21])=[CH:12][CH:11]=3)=[CH:9][C:4]=2[CH:3]=[CH:2]1, predict the reactants needed to synthesize it. (2) Given the product [N:26]1([CH2:2][C:3]([NH:5][C:6]2[CH:11]=[CH:10][C:9]([NH:12][C:13]3[CH:22]=[CH:21][C:20]4[C:15](=[CH:16][CH:17]=[CH:18][CH:19]=4)[C:14]=3[N+:23]([O-:25])=[O:24])=[CH:8][CH:7]=2)=[O:4])[CH:30]=[CH:29][N:28]=[CH:27]1, predict the reactants needed to synthesize it. The reactants are: Cl[CH2:2][C:3]([NH:5][C:6]1[CH:11]=[CH:10][C:9]([NH:12][C:13]2[CH:22]=[CH:21][C:20]3[C:15](=[CH:16][CH:17]=[CH:18][CH:19]=3)[C:14]=2[N+:23]([O-:25])=[O:24])=[CH:8][CH:7]=1)=[O:4].[NH:26]1[CH:30]=[CH:29][N:28]=[CH:27]1.C(=O)([O-])[O-].[Cs+].[Cs+]. (3) Given the product [OH:3][CH2:4][CH:6]1[N:10]([CH3:11])[C:9](=[O:12])[CH2:8][CH:7]1[C:13]1[CH:18]=[CH:17][CH:16]=[CH:15][CH:14]=1, predict the reactants needed to synthesize it. The reactants are: C([O:3][C:4]([C@@H:6]1[N:10]([CH3:11])[C:9](=[O:12])[CH2:8][C@@H:7]1[C:13]1[CH:18]=[CH:17][CH:16]=[CH:15][CH:14]=1)=O)C.OC[C@@H]1N(C)C(=O)C[C@@H]1C1C=CC=CC=1. (4) Given the product [F:7][C:8]([F:18])([F:17])[C:9]1[CH:16]=[CH:15][C:12]([CH2:13][C:23]([C:22]2[CH:26]=[C:27]([F:30])[C:28]([F:29])=[C:20]([F:19])[CH:21]=2)=[O:24])=[CH:11][CH:10]=1, predict the reactants needed to synthesize it. The reactants are: C([Cu])#N.[Li+].[Br-].[Br-].[F:7][C:8]([F:18])([F:17])[C:9]1[CH:16]=[CH:15][C:12]([CH2:13][Zn+])=[CH:11][CH:10]=1.[F:19][C:20]1[CH:21]=[C:22]([CH:26]=[C:27]([F:30])[C:28]=1[F:29])[C:23](Cl)=[O:24]. (5) Given the product [F:9][C:10]1[CH:15]=[CH:14][C:13]([O:16][CH3:17])=[CH:12][C:11]=1[C:18]1[CH:23]=[CH:22][C:21]([C:24]([O:26][CH3:27])=[O:25])=[CH:20][C:19]=1[C:2]1[C:3](=[O:8])[CH2:4][CH2:5][C:6]=1[CH3:7], predict the reactants needed to synthesize it. The reactants are: Br[C:2]1[C:3](=[O:8])[CH2:4][CH2:5][C:6]=1[CH3:7].[F:9][C:10]1[CH:15]=[CH:14][C:13]([O:16][CH3:17])=[CH:12][C:11]=1[C:18]1[CH:23]=[CH:22][C:21]([C:24]([O:26][CH3:27])=[O:25])=[CH:20][C:19]=1B1OC(C)(C)C(C)(C)O1.P([O-])([O-])([O-])=O.[K+].[K+].[K+].C1(P(C2CCCCC2)C2C=CC=CC=2C2C(OC)=CC=CC=2OC)CCCCC1.O. (6) The reactants are: [Br:1][C:2]1[CH:7]=[CH:6][N:5]=[C:4]([OH:8])[CH:3]=1.[CH:9]1(B(O)O)[CH2:11][CH2:10]1.C1C=CN=C(C2C=CC=CN=2)C=1. Given the product [Br:1][C:2]1[CH:7]=[CH:6][N:5]([CH:9]2[CH2:11][CH2:10]2)[C:4](=[O:8])[CH:3]=1, predict the reactants needed to synthesize it. (7) Given the product [Cl:18][C:12]1[CH:13]=[CH:14][CH:15]=[C:16]([F:17])[C:11]=1[C:9]1[S:8][C:7]2[C:2]([NH:19][C:20]3[N:25]=[CH:24][N:23]=[C:22]([NH:26][C:27](=[O:29])[CH3:28])[CH:21]=3)=[N:3][CH:4]=[CH:5][C:6]=2[N:10]=1, predict the reactants needed to synthesize it. The reactants are: Br[C:2]1[C:7]2[S:8][C:9]([C:11]3[C:16]([F:17])=[CH:15][CH:14]=[CH:13][C:12]=3[Cl:18])=[N:10][C:6]=2[CH:5]=[CH:4][N:3]=1.[NH2:19][C:20]1[N:25]=[CH:24][N:23]=[C:22]([NH:26][C:27](=[O:29])[CH3:28])[CH:21]=1.CC1(C)C2C(=C(P(C3C=CC=CC=3)C3C=CC=CC=3)C=CC=2)OC2C(P(C3C=CC=CC=3)C3C=CC=CC=3)=CC=CC1=2.C([O-])([O-])=O.[Cs+].[Cs+]. (8) Given the product [Cl:1][C:2]1[CH:7]=[C:6]([Cl:8])[CH:5]=[CH:4][C:3]=1[C:9]1([C:12]([NH2:13])=[O:15])[CH2:10][CH2:11]1, predict the reactants needed to synthesize it. The reactants are: [Cl:1][C:2]1[CH:7]=[C:6]([Cl:8])[CH:5]=[CH:4][C:3]=1[C:9]1([C:12]#[N:13])[CH2:11][CH2:10]1.C(=O)([O-])[O-:15].[K+].[K+].OO.O. (9) The reactants are: [F:1][C:2]1[CH:3]=[C:4]([CH:9]2[CH2:11][CH:10]2[NH:12][C:13]2[C:14]3[N:25]=[N:24][N:23]([CH:26]4[CH2:30][CH:29]([O:31][CH2:32][CH2:33][OH:34])[CH:28]([OH:35])[CH:27]4[OH:36])[C:15]=3[N:16]=[C:17]([S:19][CH2:20][CH2:21][CH3:22])[N:18]=2)[CH:5]=[CH:6][C:7]=1[F:8].C(OC(C)C)(C)C.C(OCC)(=O)C. Given the product [CH3:22][CH2:21][CH2:20][S:19][C:17]1[N:18]=[C:13]([NH:12][C@H:10]2[C@H:9]([C:4]3[CH:5]=[CH:6][C:7]([F:8])=[C:2]([F:1])[CH:3]=3)[CH2:11]2)[C:14]2[N:25]=[N:24][N:23]([C@H:26]3[C@H:27]([OH:36])[C@H:28]([OH:35])[C@@H:29]([O:31][CH2:32][CH2:33][OH:34])[CH2:30]3)[C:15]=2[N:16]=1, predict the reactants needed to synthesize it. (10) Given the product [NH3:4].[CH:1]([N:4]1[CH2:5][CH2:6][N:7]([C:10]([C:12]2[CH:17]=[CH:16][C:15]([CH2:18][N:19]3[CH2:20][CH2:21][CH2:22][CH2:23][CH2:24]3)=[CH:14][N:13]=2)=[O:11])[CH2:8][CH2:9]1)([CH3:3])[CH3:2], predict the reactants needed to synthesize it. The reactants are: [CH:1]([N:4]1[CH2:9][CH2:8][N:7]([C:10]([C:12]2[CH:17]=[CH:16][C:15]([CH2:18][N:19]3[CH2:24][CH2:23][CH2:22][CH2:21][CH2:20]3)=[CH:14][N:13]=2)=[O:11])[CH2:6][CH2:5]1)([CH3:3])[CH3:2].C(N1CCN(C(C2N=CC(C=O)=CC=2)=O)CC1)(C)C.N1CCCCC1.[BH-](OC(C)=O)(OC(C)=O)OC(C)=O.[Na+].[OH-].[Na+].